This data is from Catalyst prediction with 721,799 reactions and 888 catalyst types from USPTO. The task is: Predict which catalyst facilitates the given reaction. (1) Reactant: [CH3:1][O:2][CH2:3][O:4][C:5]1[CH:10]=[CH:9][C:8]([C:11]2[N:16]=[C:15]3[N:17]([CH:21]4[CH2:26][CH2:25][CH2:24][CH2:23][O:22]4)[N:18]=[C:19]([CH3:20])[C:14]3=[C:13]([CH2:27][N:28]3[CH2:33][C:32]([CH3:35])([CH3:34])[NH:31][CH2:30][C:29]3([CH3:37])[CH3:36])[CH:12]=2)=[CH:7][CH:6]=1.C1COCC1.[N:43]([CH2:46][C:47]([O:49][CH2:50][CH3:51])=[O:48])=[C:44]=[O:45].CCN(C(C)C)C(C)C. Product: [CH2:50]([O:49][C:47](=[O:48])[CH2:46][NH:43][C:44]([N:31]1[CH2:30][C:29]([CH3:37])([CH3:36])[N:28]([CH2:27][C:13]2[CH:12]=[C:11]([C:8]3[CH:7]=[CH:6][C:5]([O:4][CH2:3][O:2][CH3:1])=[CH:10][CH:9]=3)[N:16]=[C:15]3[N:17]([CH:21]4[CH2:26][CH2:25][CH2:24][CH2:23][O:22]4)[N:18]=[C:19]([CH3:20])[C:14]=23)[CH2:33][C:32]1([CH3:35])[CH3:34])=[O:45])[CH3:51]. The catalyst class is: 6. (2) Reactant: Cl.[O:2]1[C:6]2=[CH:7][N:8]=[CH:9][CH:10]=[C:5]2[C:4](=O)[CH2:3]1.[Si]([O:19][N:20]=[C:21]1[C:29]2[C:24](=[CH:25][C:26]([NH2:30])=[CH:27][CH:28]=2)[CH2:23][CH2:22]1)(C(C)(C)C)(C)C.C(N(CC)CC)C. Product: [O:2]1[C:6]2=[CH:7][N:8]=[CH:9][CH:10]=[C:5]2[C:4]([NH:30][C:26]2[CH:25]=[C:24]3[C:29](=[CH:28][CH:27]=2)[C:21](=[N:20][OH:19])[CH2:22][CH2:23]3)=[CH:3]1. The catalyst class is: 5.